Dataset: Forward reaction prediction with 1.9M reactions from USPTO patents (1976-2016). Task: Predict the product of the given reaction. (1) Given the reactants CS(OC[C@H]1CN(S(C2SC=CC=2)(=O)=O)CCN1C1C=CC(C(O)(C)C(F)(F)F)=CC=1)(=O)=O.C1(NC)CC1.[CH3:39][S:40](Cl)(=[O:42])=[O:41].[CH:44]1([CH2:47][NH:48][CH2:49][C@H:50]2[CH2:55][N:54]([S:56]([C:59]3[S:60][CH:61]=[CH:62][CH:63]=3)(=[O:58])=[O:57])[CH2:53][CH2:52][N:51]2[C:64]2[CH:69]=[CH:68][C:67]([C:70]([OH:76])([CH3:75])[C:71]([F:74])([F:73])[F:72])=[CH:66][CH:65]=2)[CH2:46][CH2:45]1, predict the reaction product. The product is: [CH:44]1([CH2:47][N:48]([CH2:49][C@H:50]2[CH2:55][N:54]([S:56]([C:59]3[S:60][CH:61]=[CH:62][CH:63]=3)(=[O:58])=[O:57])[CH2:53][CH2:52][N:51]2[C:64]2[CH:69]=[CH:68][C:67]([C:70]([OH:76])([CH3:75])[C:71]([F:72])([F:73])[F:74])=[CH:66][CH:65]=2)[S:40]([CH3:39])(=[O:42])=[O:41])[CH2:45][CH2:46]1. (2) Given the reactants [Br:1][C:2]1[C:3]([CH3:12])=[CH:4][C:5]([CH3:11])=[C:6]([CH:10]=1)[C:7](O)=O.[C:13]1([C:19]2[S:20][CH:21]=[CH:22][CH:23]=2)[CH:18]=[CH:17][CH:16]=[CH:15][CH:14]=1, predict the reaction product. The product is: [Br:1][C:2]1[C:3]([CH3:12])=[CH:4][C:5]([CH3:11])=[C:6]([CH2:7][C:21]2[S:20][C:19]([C:13]3[CH:14]=[CH:15][CH:16]=[CH:17][CH:18]=3)=[CH:23][CH:22]=2)[CH:10]=1.